This data is from Reaction yield outcomes from USPTO patents with 853,638 reactions. The task is: Predict the reaction yield, written as a fraction of the theoretical maximum amount of product (1.0 means a 100% yield; for example, 0.34 means a 34% yield). The reactants are Br[C:2]1[S:6][C:5]([N:7]2[CH:11]=[CH:10][N:9]=[C:8]2[CH3:12])=[CH:4][CH:3]=1.[Li]CCCC.[CH2:18]([Sn:22](Cl)([CH2:27][CH2:28][CH2:29][CH3:30])[CH2:23][CH2:24][CH2:25][CH3:26])[CH2:19][CH2:20][CH3:21].[NH4+].[Cl-]. The catalyst is C1COCC1. The product is [CH3:12][C:8]1[N:7]([C:5]2[S:6][C:2]([Sn:22]([CH2:23][CH2:24][CH2:25][CH3:26])([CH2:27][CH2:28][CH2:29][CH3:30])[CH2:18][CH2:19][CH2:20][CH3:21])=[CH:3][CH:4]=2)[CH:11]=[CH:10][N:9]=1. The yield is 0.318.